Dataset: Forward reaction prediction with 1.9M reactions from USPTO patents (1976-2016). Task: Predict the product of the given reaction. Given the reactants C(O)C.C(=O)(O)O.[NH2:8][C:9]([NH2:11])=[NH:10].[C:12](OCC)(=[O:17])[CH2:13][C:14]([CH3:16])=O, predict the reaction product. The product is: [NH2:10][C:9]1[NH:11][C:12](=[O:17])[CH:13]=[C:14]([CH3:16])[N:8]=1.